From a dataset of Forward reaction prediction with 1.9M reactions from USPTO patents (1976-2016). Predict the product of the given reaction. Given the reactants [CH2:1]([O:3][C:4]([C:6]1[CH:7]=[CH:8][C:9]2[O:14][CH2:13][CH:12](O)[O:11][C:10]=2[CH:16]=1)=[O:5])[CH3:2].[C:17](=[O:20])([O-])[O-].[Cs+].[Cs+].C(Br)[C:24]1[CH:29]=[CH:28][CH:27]=[CH:26][CH:25]=1.[I-].[Na+], predict the reaction product. The product is: [CH2:1]([O:3][C:4]([C:6]1[CH:7]=[C:8]([O:20][CH2:17][C:24]2[CH:29]=[CH:28][CH:27]=[CH:26][CH:25]=2)[C:9]2[O:14][CH2:13][CH2:12][O:11][C:10]=2[CH:16]=1)=[O:5])[CH3:2].